From a dataset of Full USPTO retrosynthesis dataset with 1.9M reactions from patents (1976-2016). Predict the reactants needed to synthesize the given product. Given the product [CH2:1]([N:8]1[C:12]([C:13]2[CH:14]=[CH:15][CH:16]=[CH:17][CH:18]=2)([C:19]2[CH:24]=[CH:23][CH:22]=[CH:21][CH:20]=2)[C:11](=[O:25])[N:10]([CH2:26][OH:27])[C:9]1=[O:34])[C:2]1[CH:3]=[CH:4][CH:5]=[CH:6][CH:7]=1, predict the reactants needed to synthesize it. The reactants are: [CH2:1]([N:8]1[C:12]([C:19]2[CH:24]=[CH:23][CH:22]=[CH:21][CH:20]=2)([C:13]2[CH:18]=[CH:17][CH:16]=[CH:15][CH:14]=2)[C:11](=[O:25])[N:10]([CH2:26][O:27]C2CCCCO2)[C:9]1=[O:34])[C:2]1[CH:7]=[CH:6][CH:5]=[CH:4][CH:3]=1.